From a dataset of Full USPTO retrosynthesis dataset with 1.9M reactions from patents (1976-2016). Predict the reactants needed to synthesize the given product. (1) Given the product [C:1]([NH:5][S:6]([C:9]1[CH:14]=[CH:13][CH:12]=[CH:11][C:10]=1[B:24]([OH:25])[OH:23])(=[O:8])=[O:7])([CH3:4])([CH3:2])[CH3:3], predict the reactants needed to synthesize it. The reactants are: [C:1]([NH:5][S:6]([C:9]1[CH:14]=[CH:13][CH:12]=[CH:11][CH:10]=1)(=[O:8])=[O:7])([CH3:4])([CH3:3])[CH3:2].[Li]CCCC.C([O:23][B:24](OC(C)C)[O:25]C(C)C)(C)C.Cl. (2) Given the product [CH3:1][O:2][C:3]1[CH:4]=[C:5]([C:12]2[CH2:17][NH:16][CH2:15][CH2:14][CH:13]=2)[CH:6]=[CH:7][C:8]=1[N+:9]([O-:11])=[O:10], predict the reactants needed to synthesize it. The reactants are: [CH3:1][O:2][C:3]1[CH:4]=[C:5]([C:12]2[CH2:17][N:16](CC=C)[CH2:15][CH2:14][CH:13]=2)[CH:6]=[CH:7][C:8]=1[N+:9]([O-:11])=[O:10].